This data is from Reaction yield outcomes from USPTO patents with 853,638 reactions. The task is: Predict the reaction yield, written as a fraction of the theoretical maximum amount of product (1.0 means a 100% yield; for example, 0.34 means a 34% yield). (1) The reactants are [F:1][C:2]1[CH:7]=[C:6]([F:8])[CH:5]=[CH:4][C:3]=1[C:9]1[CH:14]=[C:13]([N:15]2[C:19]3[CH:20]=[CH:21][C:22]([C:24]4[N:25]=[N:26][N:27]([CH:29]5[CH2:34][CH2:33][N:32]([CH3:35])[CH2:31][CH2:30]5)[CH:28]=4)=[CH:23][C:18]=3[N:17]=[CH:16]2)[CH:12]=[C:11]([NH:36]C(=O)C)[CH:10]=1. The catalyst is Cl. The product is [F:1][C:2]1[CH:7]=[C:6]([F:8])[CH:5]=[CH:4][C:3]=1[C:9]1[CH:14]=[C:13]([N:15]2[C:19]3[CH:20]=[CH:21][C:22]([C:24]4[N:25]=[N:26][N:27]([CH:29]5[CH2:30][CH2:31][N:32]([CH3:35])[CH2:33][CH2:34]5)[CH:28]=4)=[CH:23][C:18]=3[N:17]=[CH:16]2)[CH:12]=[C:11]([NH2:36])[CH:10]=1. The yield is 0.270. (2) The reactants are C[O:2][C:3](=[O:22])[C:4]1[CH:9]=[CH:8][C:7]([O:10][CH3:11])=[C:6]([C:12]23[CH2:21][CH:16]4[CH2:17][CH:18]([CH2:20][CH:14]([CH2:15]4)[CH2:13]2)[CH2:19]3)[CH:5]=1.[OH-].[Na+].CCO.Cl. The catalyst is C1COCC1.O.CCOC(C)=O. The product is [C:12]12([C:6]3[CH:5]=[C:4]([CH:9]=[CH:8][C:7]=3[O:10][CH3:11])[C:3]([OH:22])=[O:2])[CH2:13][CH:14]3[CH2:20][CH:18]([CH2:17][CH:16]([CH2:15]3)[CH2:21]1)[CH2:19]2. The yield is 0.850. (3) The reactants are [C:1]([O:5][C:6]([C:8]1[O:9][C:10]2[CH:17]=[CH:16][CH:15]=[C:14](OS(C(F)(F)F)(=O)=O)[C:11]=2[C:12]=1[CH3:13])=[O:7])([CH3:4])([CH3:3])[CH3:2].C([O-])([O-])=O.[K+].[K+].[C:32]1(B(O)O)[CH:37]=[CH:36][CH:35]=[CH:34][CH:33]=1.COCCOC. The catalyst is O. The product is [C:1]([O:5][C:6]([C:8]1[O:9][C:10]2[CH:17]=[CH:16][CH:15]=[C:14]([C:32]3[CH:37]=[CH:36][CH:35]=[CH:34][CH:33]=3)[C:11]=2[C:12]=1[CH3:13])=[O:7])([CH3:4])([CH3:3])[CH3:2]. The yield is 0.770. (4) The reactants are [Br:1][C:2]1[CH:10]=[CH:9][C:5]([C:6]([OH:8])=O)=[CH:4][CH:3]=1.[N:11]1[CH:16]=[CH:15][CH:14]=[CH:13][C:12]=1[NH2:17].O=P(Cl)(Cl)Cl. The catalyst is N1C=CC=CC=1. The product is [Br:1][C:2]1[CH:3]=[CH:4][C:5]([C:6]([NH:17][C:12]2[CH:13]=[CH:14][CH:15]=[CH:16][N:11]=2)=[O:8])=[CH:9][CH:10]=1. The yield is 0.360. (5) The reactants are [F:1][C:2]([F:11])([F:10])[C:3]1[CH:8]=[CH:7][C:6]([OH:9])=[CH:5][CH:4]=1.F[C:13]1[CH:20]=[CH:19][C:16]([CH:17]=[O:18])=[CH:15][CH:14]=1.C([O-])([O-])=O.[Cs+].[Cs+]. The catalyst is CN(C=O)C.O. The product is [F:1][C:2]([F:10])([F:11])[C:3]1[CH:4]=[CH:5][C:6]([O:9][C:13]2[CH:20]=[CH:19][C:16]([CH:17]=[O:18])=[CH:15][CH:14]=2)=[CH:7][CH:8]=1. The yield is 0.950. (6) The reactants are [OH:1][C@H:2]1[CH2:7][CH2:6][C@H:5]([N:8]2[C:13](=[O:14])[C:12]([CH2:15][C:16]3[CH:21]=[CH:20][C:19]([C:22]4[C:23]([C:28]#[N:29])=[CH:24][CH:25]=[CH:26][CH:27]=4)=[CH:18][CH:17]=3)=[C:11]([CH2:30][CH2:31][CH3:32])[N:10]3[N:33]=[CH:34][N:35]=[C:9]23)[CH2:4][CH2:3]1.Br[C:37]1[CH:42]=[CH:41][C:40](O)=[CH:39][CH:38]=1.C1(P(C2C=CC=CC=2)C2C=CC=CC=2)C=CC=CC=1.N(C(OC(C)C)=O)=NC([O:67][CH:68](C)[CH3:69])=O.Cl.C([Sn](CCCC)(C(OCC)=C)CCCCC)CCC.[F-].[K+]. The catalyst is O1CCCC1.Cl[Pd](Cl)([P](C1C=CC=CC=1)(C1C=CC=CC=1)C1C=CC=CC=1)[P](C1C=CC=CC=1)(C1C=CC=CC=1)C1C=CC=CC=1. The product is [C:68]([C:37]1[CH:42]=[CH:41][C:40]([O:1][C@@H:2]2[CH2:7][CH2:6][C@H:5]([N:8]3[C:13](=[O:14])[C:12]([CH2:15][C:16]4[CH:21]=[CH:20][C:19]([C:22]5[C:23]([C:28]#[N:29])=[CH:24][CH:25]=[CH:26][CH:27]=5)=[CH:18][CH:17]=4)=[C:11]([CH2:30][CH2:31][CH3:32])[N:10]4[N:33]=[CH:34][N:35]=[C:9]34)[CH2:4][CH2:3]2)=[CH:39][CH:38]=1)(=[O:67])[CH3:69]. The yield is 0.320. (7) The reactants are [CH2:1]1[CH2:6][CH2:5][C:4]([CH2:11][NH2:12])([CH2:7][C:8]([OH:10])=[O:9])[CH2:3][CH2:2]1.C(=O)(O)[O-].[Na+].[C:18]([O:23][CH:24]([O:26][C:27](OC1CC(=O)NC1=O)=[O:28])[CH3:25])(=[O:22])[CH:19]([CH3:21])[CH3:20]. The catalyst is O.C(#N)C.C(OCC)C. The product is [C:18]([O:23][CH:24]([O:26][C:27]([NH:12][CH2:11][C:4]1([CH2:7][C:8]([OH:10])=[O:9])[CH2:3][CH2:2][CH2:1][CH2:6][CH2:5]1)=[O:28])[CH3:25])(=[O:22])[CH:19]([CH3:21])[CH3:20]. The yield is 0.960. (8) The reactants are [CH3:1][O:2][C:3]([C@H:5]1[C@H:10]([CH3:11])[O:9][C@@H:8]([CH2:12]I)[CH2:7][N:6]1[S:14][C:15]1[CH:20]=[CH:19][C:18]([O:21][CH2:22][C:23]2[CH:28]=[CH:27][C:26]([F:29])=[CH:25][CH:24]=2)=[CH:17][CH:16]=1)=[O:4].[CH3:30][OH:31]. No catalyst specified. The product is [CH3:1][O:2][C:3]([C@H:5]1[C@H:10]([CH3:11])[O:9][C@@H:8]([CH2:12][O:31][CH3:30])[CH2:7][N:6]1[S:14][C:15]1[CH:20]=[CH:19][C:18]([O:21][CH2:22][C:23]2[CH:28]=[CH:27][C:26]([F:29])=[CH:25][CH:24]=2)=[CH:17][CH:16]=1)=[O:4]. The yield is 0.690. (9) The reactants are [CH3:1][N:2]1[C@@H:19]2[CH2:20][C:7]3=[CH:8][CH:9]=[C:10]([OH:22])[C:11]4[O:12][C@H:13]5[C:14]([CH2:16][CH2:17][C@:18]2([OH:21])[C@:5]5([C:6]=43)[CH2:4][CH2:3]1)=[O:15].[ClH:23]. The catalyst is [Pd].O. The product is [CH3:1][N:2]1[C@@H:19]2[CH2:20][C:7]3=[CH:8][CH:9]=[C:10]([OH:22])[C:11]4[O:12][C@H:13]5[C:14]([CH2:16][CH2:17][C@:18]2([OH:21])[C@:5]5([C:6]=43)[CH2:4][CH2:3]1)=[O:15].[ClH:23]. The yield is 0.770. (10) The product is [CH3:40][N:41]1[C:45]([C:2]2[CH:3]=[C:4]([C:7]([NH:9][C@@H:10]([CH2:23][C:24]3[CH:29]=[CH:28][CH:27]=[CH:26][C:25]=3[C:30]([F:31])([F:32])[F:33])[CH2:11][N:12]3[C:13](=[O:22])[C:14]4[C:19](=[CH:18][CH:17]=[CH:16][CH:15]=4)[C:20]3=[O:21])=[O:8])[S:5][CH:6]=2)=[C:44]([CH3:55])[CH:43]=[N:42]1. The catalyst is O1CCOCC1.O.C1C=CC([P]([Pd]([P](C2C=CC=CC=2)(C2C=CC=CC=2)C2C=CC=CC=2)([P](C2C=CC=CC=2)(C2C=CC=CC=2)C2C=CC=CC=2)[P](C2C=CC=CC=2)(C2C=CC=CC=2)C2C=CC=CC=2)(C2C=CC=CC=2)C2C=CC=CC=2)=CC=1. The yield is 0.940. The reactants are Br[C:2]1[CH:3]=[C:4]([C:7]([NH:9][C@@H:10]([CH2:23][C:24]2[CH:29]=[CH:28][CH:27]=[CH:26][C:25]=2[C:30]([F:33])([F:32])[F:31])[CH2:11][N:12]2[C:20](=[O:21])[C:19]3[C:14](=[CH:15][CH:16]=[CH:17][CH:18]=3)[C:13]2=[O:22])=[O:8])[S:5][CH:6]=1.C([O-])([O-])=O.[K+].[K+].[CH3:40][N:41]1[C:45](B2OC(C)(C)C(C)(C)O2)=[C:44]([CH3:55])[CH:43]=[N:42]1.